The task is: Regression/Classification. Given a drug SMILES string, predict its absorption, distribution, metabolism, or excretion properties. Task type varies by dataset: regression for continuous measurements (e.g., permeability, clearance, half-life) or binary classification for categorical outcomes (e.g., BBB penetration, CYP inhibition). Dataset: cyp2c19_veith.. This data is from CYP2C19 inhibition data for predicting drug metabolism from PubChem BioAssay. (1) The compound is Cc1cccc(N2CCN(C(=O)CSCc3c(C)noc3C)CC2)c1C. The result is 1 (inhibitor). (2) The compound is COC(=O)c1cccc(C(=O)Oc2cccc(Br)c2)n1. The result is 0 (non-inhibitor).